Dataset: Forward reaction prediction with 1.9M reactions from USPTO patents (1976-2016). Task: Predict the product of the given reaction. (1) The product is: [CH3:7][C:2]([NH:8][C:9]([C:11]1[CH:16]=[N:15][CH:14]=[CH:13][N:12]=1)=[O:10])([CH3:1])[C:3]([OH:5])=[O:4]. Given the reactants [CH3:1][C:2]([NH:8][C:9]([C:11]1[CH:16]=[N:15][CH:14]=[CH:13][N:12]=1)=[O:10])([CH3:7])[C:3]([O:5]C)=[O:4].[OH-].[Na+], predict the reaction product. (2) Given the reactants [CH2:1]([O:8][C:9]1[CH:10]=[C:11]2[C:15](=[CH:16][CH:17]=1)[NH:14][CH:13]=[CH:12]2)[C:2]1[CH:7]=[CH:6][CH:5]=[CH:4][CH:3]=1.[OH-].[K+].Br[CH2:21][CH2:22][C:23]([O:25]CC)=[O:24].Cl, predict the reaction product. The product is: [CH2:1]([O:8][C:9]1[CH:10]=[C:11]2[C:15](=[CH:16][CH:17]=1)[N:14]([CH2:21][CH2:22][C:23]([OH:25])=[O:24])[CH:13]=[CH:12]2)[C:2]1[CH:3]=[CH:4][CH:5]=[CH:6][CH:7]=1.